From a dataset of Forward reaction prediction with 1.9M reactions from USPTO patents (1976-2016). Predict the product of the given reaction. (1) Given the reactants BrC1C=C([C:8]([NH2:25])([C:20]2[NH:21][CH:22]=[CH:23][N:24]=2)[C:9]2[CH:14]=[CH:13][C:12]([O:15][C:16]([F:19])([F:18])[F:17])=[CH:11][CH:10]=2)C=CC=1.N#[C:27][Br:28].[C:29](#[N:31])C, predict the reaction product. The product is: [Br:28][C:27]1[CH:11]=[CH:10][CH:9]=[CH:8][C:20]=1[C:23]1[N:24]2[C:29]([NH2:31])=[N:25][CH:8]([C:9]3[CH:10]=[CH:11][C:12]([O:15][C:16]([F:17])([F:18])[F:19])=[CH:13][CH:14]=3)[C:20]2=[N:21][CH:22]=1. (2) Given the reactants [F:1][C:2]1[CH:7]=[CH:6][C:5]([CH3:8])=[CH:4][C:3]=1[CH2:9][C:10]#[N:11].[CH2:12](N)[CH2:13][NH2:14], predict the reaction product. The product is: [F:1][C:2]1[CH:7]=[CH:6][C:5]([CH3:8])=[CH:4][C:3]=1[CH2:9][C:10]1[NH:14][CH2:13][CH2:12][N:11]=1. (3) Given the reactants CO[C:3]1[CH:4]=[C:5]([C:9]2[N:10]=[N:11][CH:12]=[C:13]([C:24]3[CH:29]=[CH:28][CH:27]=[CH:26][CH:25]=3)[C:14]=2[C:15]2[O:16][CH:17]=[C:18]([C:20](OC)=[O:21])[N:19]=2)[CH:6]=[CH:7][CH:8]=1.[H-].[H-].[H-].[H-].[Li+].[Al+3], predict the reaction product. The product is: [C:5]1([C:9]2[N:10]=[N:11][CH:12]=[C:13]([C:24]3[CH:25]=[CH:26][CH:27]=[CH:28][CH:29]=3)[C:14]=2[C:15]2[O:16][CH:17]=[C:18]([CH2:20][OH:21])[N:19]=2)[CH:6]=[CH:7][CH:8]=[CH:3][CH:4]=1. (4) Given the reactants [OH-].[Na+].[Cl:3][C:4]1[S:8][C:7]([C:9]([C@H:11]2[CH2:13][C@@H:12]2[C:14]([O:16]C)=[O:15])=[O:10])=[CH:6][CH:5]=1, predict the reaction product. The product is: [Cl:3][C:4]1[S:8][C:7]([C:9]([C@H:11]2[CH2:13][C@@H:12]2[C:14]([OH:16])=[O:15])=[O:10])=[CH:6][CH:5]=1. (5) Given the reactants [F:1][C:2]1[CH:7]=[CH:6][C:5]([Mg]Br)=[CH:4][CH:3]=1.[CH:10]12[O:16][CH:15]1[CH2:14][CH2:13][CH2:12][CH2:11]2, predict the reaction product. The product is: [F:1][C:2]1[CH:7]=[CH:6][C:5]([CH:14]2[CH2:13][CH2:12][CH2:11][CH2:10][CH:15]2[OH:16])=[CH:4][CH:3]=1. (6) Given the reactants [N:1]1[C:10]2[C:5](=[CH:6][CH:7]=[CH:8][CH:9]=2)[C:4]([CH2:11]O)=[CH:3][CH:2]=1.O=S(Cl)[Cl:15].[CH2:17](Cl)[Cl:18], predict the reaction product. The product is: [ClH:15].[Cl:18][CH2:17][C:7]1[CH:6]=[C:5]2[C:10](=[CH:9][CH:8]=1)[N:1]=[CH:2][CH:3]=[CH:4]2.[ClH:15].[Cl:15][CH2:9][C:8]1[CH:11]=[C:4]2[C:5](=[CH:6][CH:7]=1)[CH:10]=[N:1][CH:2]=[CH:3]2. (7) Given the reactants [CH3:1][C:2]1([CH3:14])[C:6]([CH3:8])([CH3:7])[O:5][B:4]([C:9]2[CH:10]=[N:11][NH:12][CH:13]=2)[O:3]1.[C:15]([CH:17]=[C:18]1[CH2:21][CH:20]([C:22]#[N:23])[CH2:19]1)#[N:16].N12CCCN=C1CCCCC2, predict the reaction product. The product is: [C:15]([CH2:17][C:18]1([N:12]2[CH:13]=[C:9]([B:4]3[O:5][C:6]([CH3:7])([CH3:8])[C:2]([CH3:14])([CH3:1])[O:3]3)[CH:10]=[N:11]2)[CH2:21][CH:20]([C:22]#[N:23])[CH2:19]1)#[N:16]. (8) Given the reactants I[C:2]1[CH:3]=[C:4]([C:20]([NH:22][CH2:23][C:24]2[O:28][N:27]=[C:26]([CH2:29][CH2:30][CH2:31][O:32]C(=O)C)[CH:25]=2)=[O:21])[C:5](=[O:19])[N:6]([C:9]2[CH:14]=[CH:13][CH:12]=[C:11]([C:15]([F:18])([F:17])[F:16])[CH:10]=2)[C:7]=1[CH3:8].[CH3:36][N:37]1[C:41]([Sn](C)(C)C)=[CH:40][CH:39]=[N:38]1, predict the reaction product. The product is: [OH:32][CH2:31][CH2:30][CH2:29][C:26]1[CH:25]=[C:24]([CH2:23][NH:22][C:20]([C:4]2[C:5](=[O:19])[N:6]([C:9]3[CH:14]=[CH:13][CH:12]=[C:11]([C:15]([F:18])([F:17])[F:16])[CH:10]=3)[C:7]([CH3:8])=[C:2]([C:41]3[N:37]([CH3:36])[N:38]=[CH:39][CH:40]=3)[CH:3]=2)=[O:21])[O:28][N:27]=1. (9) Given the reactants [OH:1][NH:2][C:3](=[NH:30])[C:4]1[CH:29]=[CH:28][C:7]([CH2:8][N:9]([CH2:17][C:18]2[CH:23]=[CH:22][C:21]([C:24]([F:27])([F:26])[F:25])=[CH:20][CH:19]=2)[C:10](=[O:16])[O:11][C:12]([CH3:15])([CH3:14])[CH3:13])=[CH:6][CH:5]=1.[C:31](O)(=[O:43])[CH2:32][CH2:33][CH2:34][CH2:35][CH2:36][CH2:37][CH2:38][CH2:39][CH2:40][CH2:41][CH3:42], predict the reaction product. The product is: [C:31]([O:1][NH:2][C:3](=[NH:30])[C:4]1[CH:5]=[CH:6][C:7]([CH2:8][N:9]([CH2:17][C:18]2[CH:23]=[CH:22][C:21]([C:24]([F:26])([F:25])[F:27])=[CH:20][CH:19]=2)[C:10](=[O:16])[O:11][C:12]([CH3:14])([CH3:15])[CH3:13])=[CH:28][CH:29]=1)(=[O:43])[CH2:32][CH2:33][CH2:34][CH2:35][CH2:36][CH2:37][CH2:38][CH2:39][CH2:40][CH2:41][CH3:42].